Dataset: Catalyst prediction with 721,799 reactions and 888 catalyst types from USPTO. Task: Predict which catalyst facilitates the given reaction. (1) Reactant: C[Li].C([O:5][CH2:6][CH3:7])C.[CH:8]([C@H:11]1[CH2:15][CH2:14][C@@:13](C)([C:16](O)=O)[CH2:12]1)([CH3:10])[CH3:9].Cl[Si](C)(C)C. Product: [CH:8]([C@H:11]1[CH2:15][CH2:14][C@:13]([C:6](=[O:5])[CH3:7])([CH3:16])[CH2:12]1)([CH3:10])[CH3:9]. The catalyst class is: 1. (2) Reactant: [Cl:1][C:2]1[CH:3]=[CH:4][C:5]2[O:9][CH2:8][CH2:7][C:6]=2[CH:10]=1.S(=O)(=O)(O)O.[N+:16]([O-])([OH:18])=[O:17]. Product: [Cl:1][C:2]1[CH:3]=[C:4]([N+:16]([O-:18])=[O:17])[C:5]2[O:9][CH2:8][CH2:7][C:6]=2[CH:10]=1. The catalyst class is: 676. (3) The catalyst class is: 4. Reactant: [S:1]([OH:27])([O:4][N:5]1[C:11](=[O:12])[N:10]2[CH2:13][C@H:6]1[C:7]([CH2:17][CH2:18][NH:19]C(OC(C)(C)C)=O)=[CH:8][C@H:9]2[C:14](=[O:16])[NH2:15])(=[O:3])=[O:2].FC(F)(F)C(O)=O. Product: [S:1]([OH:27])([O:4][N:5]1[C:11](=[O:12])[N:10]2[CH2:13][C@H:6]1[C:7]([CH2:17][CH2:18][NH2:19])=[CH:8][C@H:9]2[C:14](=[O:16])[NH2:15])(=[O:3])=[O:2]. (4) Reactant: [Cl-].[CH3:2][O:3]C[P+](C1C=CC=CC=1)(C1C=CC=CC=1)C1C=CC=CC=1.CC(C)([O-])C.[K+].[CH2:30]([O:37][C:38]([N:40]1[CH:45]2[CH2:46][CH2:47][CH:41]1[CH2:42][C:43](=O)[CH2:44]2)=[O:39])[C:31]1[CH:36]=[CH:35][CH:34]=[CH:33][CH:32]=1.Cl. Product: [CH2:30]([O:37][C:38]([N:40]1[CH:45]2[CH2:46][CH2:47][CH:41]1[CH2:42][CH:43]([CH:2]=[O:3])[CH2:44]2)=[O:39])[C:31]1[CH:36]=[CH:35][CH:34]=[CH:33][CH:32]=1. The catalyst class is: 30. (5) The catalyst class is: 19. Reactant: [C:1]([O:5][C:6]([N:8]1[CH2:13][CH2:12][CH2:11][C@@H:10]([NH:14][C:15]2[CH:20]=[CH:19][CH:18]=[CH:17][C:16]=2[N+:21]([O-])=O)[CH2:9]1)=[O:7])([CH3:4])([CH3:3])[CH3:2]. Product: [C:1]([O:5][C:6]([N:8]1[CH2:13][CH2:12][CH2:11][C@@H:10]([NH:14][C:15]2[CH:20]=[CH:19][CH:18]=[CH:17][C:16]=2[NH2:21])[CH2:9]1)=[O:7])([CH3:4])([CH3:2])[CH3:3]. (6) Reactant: [O:1]=[C:2]1[C:10]2[C:5](=[CH:6][C:7]([O:11][CH2:12][C@H:13]3[CH2:17][CH2:16][CH2:15][O:14]3)=[CH:8][CH:9]=2)[CH2:4][CH:3]1[O:18]C(=O)C.C(=O)([O-])[O-].[K+].[K+].O. Product: [OH:18][CH:3]1[CH2:4][C:5]2[C:10](=[CH:9][CH:8]=[C:7]([O:11][CH2:12][C@H:13]3[CH2:17][CH2:16][CH2:15][O:14]3)[CH:6]=2)[C:2]1=[O:1]. The catalyst class is: 5. (7) Reactant: [F:1][C:2]1[CH:38]=[CH:37][C:5]([CH2:6][O:7][C:8]2[C:17]3[C:16]([CH3:19])([CH3:18])[CH2:15][CH2:14][C:13]([CH3:21])([CH3:20])[C:12]=3[CH:11]=[C:10]([C:22]([C:24]3[CH:25]=[C:26]4[C:31](=[CH:32][CH:33]=3)[CH:30]=[C:29]([C:34]([O-:36])=[O:35])[CH:28]=[CH:27]4)=[O:23])[CH:9]=2)=[CH:4][CH:3]=1.[BH4-].[Na+].[Cl-].[NH4+]. Product: [F:1][C:2]1[CH:38]=[CH:37][C:5]([CH2:6][O:7][C:8]2[C:17]3[C:16]([CH3:19])([CH3:18])[CH2:15][CH2:14][C:13]([CH3:20])([CH3:21])[C:12]=3[CH:11]=[C:10]([CH:22]([C:24]3[CH:25]=[C:26]4[C:31](=[CH:32][CH:33]=3)[CH:30]=[C:29]([C:34]([OH:36])=[O:35])[CH:28]=[CH:27]4)[OH:23])[CH:9]=2)=[CH:4][CH:3]=1. The catalyst class is: 36. (8) Reactant: [O:1]1[C:7]2[CH:8]=[CH:9][C:10]([S:12]([NH2:15])(=[O:14])=[O:13])=[CH:11][C:6]=2[O:5][CH2:4][CH2:3][CH2:2]1.[Cl:16][C:17]1[C:25]2[S:24][C:23]([CH:26]=O)=[CH:22][C:21]=2[CH:20]=[CH:19][CH:18]=1.O.[O-2].[O-2].[O-2].O=[Si]=O.O=[Si]=O.O=[Si]=O.O=[Si]=O.[Al+3].[Al+3]. Product: [Cl:16][C:17]1[C:25]2[S:24][C:23]([CH:26]=[N:15][S:12]([C:10]3[CH:9]=[CH:8][C:7]4[O:1][CH2:2][CH2:3][CH2:4][O:5][C:6]=4[CH:11]=3)(=[O:14])=[O:13])=[CH:22][C:21]=2[CH:20]=[CH:19][CH:18]=1. The catalyst class is: 11.